Dataset: Forward reaction prediction with 1.9M reactions from USPTO patents (1976-2016). Task: Predict the product of the given reaction. (1) Given the reactants CCN=C=NCCCN(C)C.C1C=CC2N(O)N=NC=2C=1.[C:22]([C:24]1[CH:25]=[C:26]([CH:30]=[CH:31][C:32]=1[O:33][CH:34]([CH3:36])[CH3:35])[C:27]([OH:29])=O)#[N:23].O[NH:38][C:39](=[NH:58])[C:40]1[CH:48]=[C:47]2[C:43]([C:44]([CH2:49][CH2:50][C:51]([O:53][C:54]([CH3:57])([CH3:56])[CH3:55])=[O:52])=[CH:45][NH:46]2)=[CH:42][CH:41]=1, predict the reaction product. The product is: [C:22]([C:24]1[CH:25]=[C:26]([C:27]2[O:29][N:38]=[C:39]([C:40]3[CH:48]=[C:47]4[C:43]([C:44]([CH2:49][CH2:50][C:51]([O:53][C:54]([CH3:57])([CH3:56])[CH3:55])=[O:52])=[CH:45][NH:46]4)=[CH:42][CH:41]=3)[N:58]=2)[CH:30]=[CH:31][C:32]=1[O:33][CH:34]([CH3:36])[CH3:35])#[N:23]. (2) Given the reactants [C:1]([CH2:3][CH2:4][C:5]([C:8]1[CH:16]=[CH:15][C:11]([C:12]([OH:14])=O)=[CH:10][CH:9]=1)([CH3:7])[CH3:6])#[N:2].[I:17][C:18]1[CH:19]=[CH:20][C:21]2[N:22]([CH:24]=[C:25]([NH2:27])[N:26]=2)[CH:23]=1, predict the reaction product. The product is: [I:17][C:18]1[CH:19]=[CH:20][C:21]2[N:22]([CH:24]=[C:25]([NH:27][C:12](=[O:14])[C:11]3[CH:10]=[CH:9][C:8]([C:5]([CH3:6])([CH3:7])[CH2:4][CH2:3][C:1]#[N:2])=[CH:16][CH:15]=3)[N:26]=2)[CH:23]=1. (3) Given the reactants [C:1]([C@@:3]1([F:21])[C@H:7]([OH:8])[C@@H:6]([CH2:9][OH:10])[O:5][C@H:4]1[N:11]1[CH:19]=[N:18][C:17]2[C:12]1=[N:13][CH:14]=[N:15][C:16]=2N)#[CH:2].C[Si](Cl)(C)C.CO[C:29]1[CH:48]=[CH:47][CH:46]=[CH:45][C:30]=1[C:31](Cl)([C:38]1[CH:43]=[CH:42][CH:41]=[CH:40][CH:39]=1)[C:32]1[CH:37]=[CH:36][CH:35]=[CH:34][CH:33]=1.[NH4+:49].[OH-:50].C([O:54][CH2:55]C)(=O)C, predict the reaction product. The product is: [CH3:55][O:54][N:49]([C:31]([C:38]1[CH:39]=[CH:40][CH:41]=[CH:42][CH:43]=1)([C:32]1[CH:37]=[CH:36][CH:35]=[CH:34][CH:33]=1)[C:30]1[CH:29]=[CH:48][CH:47]=[CH:46][CH:45]=1)[C:14]1[NH:15][C:16](=[O:50])[C:17]2[N:18]=[CH:19][N:11]([C@@H:4]3[O:5][C@H:6]([CH2:9][OH:10])[C@@H:7]([OH:8])[C@@:3]3([C:1]#[CH:2])[F:21])[C:12]=2[N:13]=1. (4) Given the reactants [NH2:1][C:2]1[CH:9]=[CH:8][C:7]([C:10]([F:13])([F:12])[F:11])=[CH:6][C:3]=1[C:4]#[N:5].[OH:14][CH2:15][CH:16]1[CH2:21][CH2:20][NH:19][CH2:18][CH2:17]1.C[Si](C)(C)CC[O:26][C:27](=[O:42])[CH2:28][CH2:29][C:30]([C:32]1[C:40]2[C:35](=[CH:36][CH:37]=[C:38]([Cl:41])[CH:39]=2)[NH:34][CH:33]=1)=[O:31].[CH3:45]CCC[N+](CCCC)(CCCC)CCCC.[F-].Cl, predict the reaction product. The product is: [Cl:41][C:38]1[CH:39]=[C:40]2[C:35](=[CH:36][CH:37]=1)[N:34]([C:45]1[N:5]=[C:4]([N:19]3[CH2:20][CH2:21][CH:16]([CH2:15][OH:14])[CH2:17][CH2:18]3)[C:3]3[C:2](=[CH:9][CH:8]=[C:7]([C:10]([F:11])([F:12])[F:13])[CH:6]=3)[N:1]=1)[CH:33]=[C:32]2[C:30](=[O:31])[CH2:29][CH2:28][C:27]([OH:26])=[O:42].